This data is from Forward reaction prediction with 1.9M reactions from USPTO patents (1976-2016). The task is: Predict the product of the given reaction. Given the reactants Br[C:2]1[C:3](=[O:13])[O:4][C:5]2[C:10]([CH:11]=1)=[CH:9][CH:8]=[C:7]([F:12])[CH:6]=2.[C:14]([Si:16]([CH3:19])([CH3:18])[CH3:17])#[CH:15].C(N(CC)CC)C, predict the reaction product. The product is: [F:12][C:7]1[CH:6]=[C:5]2[C:10]([CH:11]=[C:2]([C:15]#[C:14][Si:16]([CH3:19])([CH3:18])[CH3:17])[C:3](=[O:13])[O:4]2)=[CH:9][CH:8]=1.